This data is from Peptide-MHC class II binding affinity with 134,281 pairs from IEDB. The task is: Regression. Given a peptide amino acid sequence and an MHC pseudo amino acid sequence, predict their binding affinity value. This is MHC class II binding data. (1) The peptide sequence is YAQMWLLLYFHRRDLRLM. The MHC is DRB1_0101 with pseudo-sequence DRB1_0101. The binding affinity (normalized) is 0.129. (2) The peptide sequence is RHNWVNHAVPLAMKLI. The MHC is DRB1_0802 with pseudo-sequence DRB1_0802. The binding affinity (normalized) is 0.657.